This data is from NCI-60 drug combinations with 297,098 pairs across 59 cell lines. The task is: Regression. Given two drug SMILES strings and cell line genomic features, predict the synergy score measuring deviation from expected non-interaction effect. (1) Drug 1: CC1=C(C=C(C=C1)NC(=O)C2=CC=C(C=C2)CN3CCN(CC3)C)NC4=NC=CC(=N4)C5=CN=CC=C5. Drug 2: C1=NC(=NC(=O)N1C2C(C(C(O2)CO)O)O)N. Cell line: NCI-H460. Synergy scores: CSS=57.2, Synergy_ZIP=-2.47, Synergy_Bliss=-1.73, Synergy_Loewe=-32.2, Synergy_HSA=-4.79. (2) Drug 1: C1CCC(C1)C(CC#N)N2C=C(C=N2)C3=C4C=CNC4=NC=N3. Drug 2: C1CN1P(=S)(N2CC2)N3CC3. Cell line: PC-3. Synergy scores: CSS=12.6, Synergy_ZIP=-0.905, Synergy_Bliss=0.659, Synergy_Loewe=-5.11, Synergy_HSA=-0.893.